Dataset: Kinase inhibitor bioactivity data combining Ki, Kd, and IC50 measurements. Task: Regression. Given a target protein amino acid sequence and a drug SMILES string, predict the binding affinity score between them. We predict KIBA score (integrated kinase binding score). Dataset: kiba. (1) The compound is COc1cc(-c2ccc3c(c2)Nc2ccc(CCOc4ccc(N5CCOCC5)cc4)cc2NC3=O)ccc1OCC(O)CO. The target protein (O43293) has sequence MSTFRQEDVEDHYEMGEELGSGQFAIVRKCRQKGTGKEYAAKFIKKRRLSSSRRGVSREEIEREVNILREIRHPNIITLHDIFENKTDVVLILELVSGGELFDFLAEKESLTEDEATQFLKQILDGVHYLHSKRIAHFDLKPENIMLLDKNVPNPRIKLIDFGIAHKIEAGNEFKNIFGTPEFVAPEIVNYEPLGLEADMWSIGVITYILLSGASPFLGETKQETLTNISAVNYDFDEEYFSNTSELAKDFIRRLLVKDPKRRMTIAQSLEHSWIKAIRRRNVRGEDSGRKPERRRLKTTRLKEYTIKSHSSLPPNNSYADFERFSKVLEEAAAAEEGLRELQRSRRLCHEDVEALAAIYEEKEAWYREESDSLGQDLRRLRQELLKTEALKRQAQEEAKGALLGTSGLKRRFSRLENRYEALAKQVASEMRFVQDLVRALEQEKLQGVECGLR. The KIBA score is 12.0. (2) The compound is COCC(C(N)=O)N(C)Cc1cc2c(Nc3cccc(Cl)c3F)ncnc2cc1OC. The target protein (Q9UGI9) has sequence MEPGLEHALRRTPSWSSLGGSEHQEMSFLEQENSSSWPSPAVTSSSERIRGKRRAKALRWTRQKSVEEGEPPGQGEGPRSRPAAESTGLEATFPKTTPLAQADPAGVGTPPTGWDCLPSDCTASAAGSSTDDVELATEFPATEAWECELEGLLEERPALCLSPQAPFPKLGWDDELRKPGAQIYMRFMQEHTCYDAMATSSKLVIFDTMLEIKKAFFALVANGVRAAPLWDSKKQSFVGMLTITDFILVLHRYYRSPLVQIYEIEQHKIETWREIYLQGCFKPLVSISPNDSLFEAVYTLIKNRIHRLPVLDPVSGNVLHILTHKRLLKFLHIFGSLLPRPSFLYRTIQDLGIGTFRDLAVVLETAPILTALDIFVDRRVSALPVVNECGQVVGLYSRFDVIHLAAQQTYNHLDMSVGEALRQRTLCLEGVLSCQPHESLGEVIDRIAREQVHRLVLVDETQHLLGVVSLSDILQALVLSPAGIDALGA. The KIBA score is 11.1.